Predict the product of the given reaction. From a dataset of Forward reaction prediction with 1.9M reactions from USPTO patents (1976-2016). The product is: [F:12][C:5]1[CH:6]=[C:7]([O:10][CH3:11])[CH:8]=[CH:9][C:4]=1[OH:14]. Given the reactants C([C:4]1[CH:9]=[CH:8][C:7]([O:10][CH3:11])=[CH:6][C:5]=1[F:12])(=O)C.C[OH:14], predict the reaction product.